Dataset: Full USPTO retrosynthesis dataset with 1.9M reactions from patents (1976-2016). Task: Predict the reactants needed to synthesize the given product. (1) Given the product [Br:1][C:2]1[CH:11]=[CH:10][C:5]([C:6]([O:8][CH3:9])=[O:7])=[CH:4][C:3]=1[O:12][CH2:22][C:21]([CH3:23])=[CH2:20], predict the reactants needed to synthesize it. The reactants are: [Br:1][C:2]1[CH:11]=[CH:10][C:5]([C:6]([O:8][CH3:9])=[O:7])=[CH:4][C:3]=1[OH:12].C(=O)([O-])[O-].[K+].[K+].Br[CH2:20][C:21]([CH3:23])=[CH2:22]. (2) Given the product [NH2:8][C:9]([CH3:15])([CH2:16][C:17]1[CH:22]=[CH:21][CH:20]=[CH:19][CH:18]=1)[C:10]([O:12][CH2:13][CH3:14])=[O:11], predict the reactants needed to synthesize it. The reactants are: C1(C=[N:8][CH:9]([CH3:15])[C:10]([O:12][CH2:13][CH3:14])=[O:11])C=CC=CC=1.[CH2:16](Br)[C:17]1[CH:22]=[CH:21][CH:20]=[CH:19][CH:18]=1.CC[O-].[Na+].Cl. (3) Given the product [I:21][C:18]1[CH:19]=[CH:20][C:15]2[N:16]([CH:2]=[C:3]([C:5]3[CH:10]=[CH:9][C:8]([N+:11]([O-:13])=[O:12])=[CH:7][CH:6]=3)[N:14]=2)[CH:17]=1, predict the reactants needed to synthesize it. The reactants are: Br[CH2:2][C:3]([C:5]1[CH:10]=[CH:9][C:8]([N+:11]([O-:13])=[O:12])=[CH:7][CH:6]=1)=O.[NH2:14][C:15]1[CH:20]=[CH:19][C:18]([I:21])=[CH:17][N:16]=1.C(=O)(O)[O-].[Na+]. (4) Given the product [CH3:22][O:23][C:24]1[CH:31]=[CH:30][C:27]([CH:28]=[O:29])=[CH:26][CH:25]=1.[CH3:22][O:23][C:24]1[CH:31]=[CH:30][C:27]([CH:28]2[NH:3][C@H:4]([C:7]([OH:9])=[O:8])[CH2:5][S:6]2)=[CH:26][CH:25]=1, predict the reactants needed to synthesize it. The reactants are: O.Cl.[NH2:3][C@H:4]([C:7]([OH:9])=[O:8])[CH2:5][SH:6].C([O-])(=O)C.[Na+].N[C@H](C(O)=O)CS.[CH3:22][O:23][C:24]1[CH:31]=[CH:30][C:27]([CH:28]=[O:29])=[CH:26][CH:25]=1. (5) Given the product [F:1][C:2]1[CH:3]=[CH:4][C:5]([C:8]2[O:9][C:10]([CH3:33])=[C:11]([CH2:13][O:14][C@@H:15]3[CH2:20][CH2:19][CH2:18][C@H:17]([CH2:21][O:22][C:23]([CH3:31])([CH3:32])[C:24]([OH:26])=[O:25])[CH2:16]3)[N:12]=2)=[CH:6][CH:7]=1, predict the reactants needed to synthesize it. The reactants are: [F:1][C:2]1[CH:7]=[CH:6][C:5]([C:8]2[O:9][C:10]([CH3:33])=[C:11]([CH2:13][O:14][C@@H:15]3[CH2:20][CH2:19][CH2:18][C@H:17]([CH2:21][O:22][C:23]([CH3:32])([CH3:31])[C:24]([O:26]C(C)(C)C)=[O:25])[CH2:16]3)[N:12]=2)=[CH:4][CH:3]=1.FC(F)(F)C(O)=O. (6) Given the product [Cl:12][C:5]1[C:4]2[C:9](=[CH:10][CH:11]=[C:2]([S:19][CH:16]3[CH2:17][CH2:18][O:13][CH2:14][CH2:15]3)[CH:3]=2)[N:8]=[CH:7][CH:6]=1, predict the reactants needed to synthesize it. The reactants are: Br[C:2]1[CH:3]=[C:4]2[C:9](=[CH:10][CH:11]=1)[N:8]=[CH:7][CH:6]=[C:5]2[Cl:12].[O:13]1[CH2:18][CH2:17][CH:16]([SH:19])[CH2:15][CH2:14]1.C(N(CC)CC)C. (7) The reactants are: C1(P(C2C=CC=CC=2)C2C=CC3OC(F)(F)OC=3C=2C2C3OC(F)(F)OC=3C=CC=2P(C2C=CC=CC=2)C2C=CC=CC=2)C=CC=CC=1.[Cl:49][CH2:50][C:51](=[O:58])[CH2:52][C:53]([O:55][CH2:56][CH3:57])=[O:54]. Given the product [Cl:49][CH2:50][C@@H:51]([OH:58])[CH2:52][C:53]([O:55][CH2:56][CH3:57])=[O:54], predict the reactants needed to synthesize it. (8) The reactants are: Cl.Cl.[C:3]([C:7]1[CH:12]=[CH:11][CH:10]=[CH:9][C:8]=1[N:13]1[CH2:18][CH2:17][NH:16][CH2:15][CH2:14]1)([CH3:6])([CH3:5])[CH3:4].[Cl:19][C:20]1[N:25]=[CH:24][C:23]([C:26](Cl)=[O:27])=[CH:22][CH:21]=1.C(N(CC)CC)C.O1CCCC1. Given the product [C:3]([C:7]1[CH:12]=[CH:11][CH:10]=[CH:9][C:8]=1[N:13]1[CH2:18][CH2:17][N:16]([C:26]([C:23]2[CH:24]=[N:25][C:20]([Cl:19])=[CH:21][CH:22]=2)=[O:27])[CH2:15][CH2:14]1)([CH3:6])([CH3:4])[CH3:5], predict the reactants needed to synthesize it.